Task: Predict which catalyst facilitates the given reaction.. Dataset: Catalyst prediction with 721,799 reactions and 888 catalyst types from USPTO (1) Reactant: [CH3:1][C:2]1[O:3][C:4]2[CH:10]=[C:9]([OH:11])[CH:8]=[CH:7][C:5]=2[N:6]=1.C(N(CC)CC)C.[C:19](Cl)(=[O:21])[CH3:20]. Product: [C:19]([O:11][C:9]1[CH:8]=[CH:7][C:5]2[N:6]=[C:2]([CH3:1])[O:3][C:4]=2[CH:10]=1)(=[O:21])[CH3:20]. The catalyst class is: 7. (2) Reactant: CS[CH:3]1[N:11]([CH2:12][CH2:13][CH2:14][CH2:15][CH3:16])[C:10]2[N:9]=[C:8]([C:17]([F:20])([F:19])[F:18])[NH:7][C:6]=2[C:5](=[O:21])[NH:4]1.[NH2:22][NH2:23]. Product: [CH2:12]([N:11]1[C:10]2[N:9]=[C:8]([C:17]([F:20])([F:19])[F:18])[NH:7][C:6]=2[C:5](=[O:21])[NH:4]/[C:3]/1=[N:22]\[NH2:23])[CH2:13][CH2:14][CH2:15][CH3:16]. The catalyst class is: 6. (3) Reactant: Cl.[NH:2]1[CH2:5][CH:4]([C:6]#[N:7])[CH2:3]1.[CH3:8][C:9]([O:12][C:13](O[C:13]([O:12][C:9]([CH3:11])([CH3:10])[CH3:8])=[O:14])=[O:14])([CH3:11])[CH3:10].C([O-])(O)=O.[Na+]. Product: [C:6]([CH:4]1[CH2:5][N:2]([C:13]([O:12][C:9]([CH3:11])([CH3:10])[CH3:8])=[O:14])[CH2:3]1)#[N:7]. The catalyst class is: 34. (4) Reactant: [Br:1][C:2]1[C:3]([C:12]2[O:13][CH:14]=[CH:15][CH:16]=2)=[N:4][C:5]([NH2:11])=[N:6][C:7]=1S(C)=O.[OH:17][CH2:18][C:19]1[CH:24]=[CH:23][CH:22]=[CH:21][N:20]=1.C1CCN2C(=NCCC2)CC1. Product: [Br:1][C:2]1[C:3]([C:12]2[O:13][CH:14]=[CH:15][CH:16]=2)=[N:4][C:5]([NH2:11])=[N:6][C:7]=1[O:17][CH2:18][C:19]1[CH:24]=[CH:23][CH:22]=[CH:21][N:20]=1. The catalyst class is: 12. (5) Reactant: [N+:1]([C:4]1[CH:9]=[CH:8][C:7]([C:10]2[CH:15]=[CH:14][C:13]([C:16]([F:19])([F:18])[F:17])=[CH:12][CH:11]=2)=[CH:6][C:5]=1[O:20][CH2:21][CH2:22][CH2:23][OH:24])([O-:3])=[O:2].CC(C)=[O:27].OS(O)(=O)=O.O=[Cr](=O)=O. Product: [N+:1]([C:4]1[CH:9]=[CH:8][C:7]([C:10]2[CH:11]=[CH:12][C:13]([C:16]([F:17])([F:18])[F:19])=[CH:14][CH:15]=2)=[CH:6][C:5]=1[O:20][CH2:21][CH2:22][C:23]([OH:27])=[O:24])([O-:3])=[O:2]. The catalyst class is: 21. (6) Reactant: [CH2:1]([C:5]1[N:6]([NH:18][CH:19]([CH3:21])[CH3:20])[C:7]2[C:16]3[CH:15]=[CH:14][CH:13]=[CH:12][C:11]=3[N:10]=[CH:9][C:8]=2[N:17]=1)[CH2:2][CH2:3][CH3:4].ClC1C=C(C=CC=1)C(OO)=[O:27]. Product: [CH2:1]([C:5]1[N:6]([NH:18][CH:19]([CH3:20])[CH3:21])[C:7]2[C:16]3[CH:15]=[CH:14][CH:13]=[CH:12][C:11]=3[N+:10]([O-:27])=[CH:9][C:8]=2[N:17]=1)[CH2:2][CH2:3][CH3:4]. The catalyst class is: 2.